This data is from Forward reaction prediction with 1.9M reactions from USPTO patents (1976-2016). The task is: Predict the product of the given reaction. (1) Given the reactants [Cl:1][C:2]1[CH:7]=[CH:6][C:5]([C:8]2[CH:9]=[C:10]([C:20]([OH:22])=O)[CH:11]=[N:12][C:13]=2[O:14][CH2:15][C:16]([F:19])([F:18])[F:17])=[CH:4][CH:3]=1.[Cl:23][C:24]1[N:25]=[N:26][C:27]([N:30]([CH3:32])[NH2:31])=[CH:28][CH:29]=1, predict the reaction product. The product is: [Cl:1][C:2]1[CH:3]=[CH:4][C:5]([C:8]2[CH:9]=[C:10]([C:20]([NH:31][N:30]([C:27]3[N:26]=[N:25][C:24]([Cl:23])=[CH:29][CH:28]=3)[CH3:32])=[O:22])[CH:11]=[N:12][C:13]=2[O:14][CH2:15][C:16]([F:18])([F:19])[F:17])=[CH:6][CH:7]=1. (2) Given the reactants [NH2:1][CH2:2][C:3]1[C:4]([Cl:19])=[C:5]2[C:9](=[CH:10][CH:11]=1)[N:8](C(OC(C)(C)C)=O)[CH:7]=[CH:6]2.Cl[C:21]1[N:26]=[C:25]([NH:27][C:28]2[CH:32]=[C:31]([CH:33]3[CH2:35][CH2:34]3)[NH:30][N:29]=2)[CH:24]=[CH:23][N:22]=1.[C:36](O)(=O)CCCCC(O)=O.N1C2C(=CC(C(N)C)=CC=2)C=C1, predict the reaction product. The product is: [Cl:19][C:4]1[C:3]([CH2:2][NH:1][C:21]2[N:26]=[C:25]([NH:27][C:28]3[CH:32]=[C:31]([CH:33]4[CH2:35][CH2:34]4)[NH:30][N:29]=3)[CH:24]=[C:23]([CH3:36])[N:22]=2)=[CH:11][CH:10]=[C:9]2[C:5]=1[CH:6]=[CH:7][NH:8]2. (3) Given the reactants Br[C:2]1[CH:10]=[CH:9][CH:8]=[C:7]2[C:3]=1[CH:4]=[CH:5][NH:6]2.[CH3:11][O:12][C:13]1[CH:14]=[C:15](B(O)O)[CH:16]=[CH:17][C:18]=1[O:19][CH3:20].O1CCCC1, predict the reaction product. The product is: [CH3:11][O:12][C:13]1[CH:14]=[C:15]([C:2]2[CH:10]=[CH:9][CH:8]=[C:7]3[C:3]=2[CH:4]=[CH:5][NH:6]3)[CH:16]=[CH:17][C:18]=1[O:19][CH3:20]. (4) The product is: [CH2:14]([O:13][N:12]=[C:11]([C:8]1[CH:7]=[CH:6][C:5]([OH:4])=[CH:10][CH:9]=1)[O:21][CH2:22][C:23]1[CH:28]=[CH:27][CH:26]=[CH:25][CH:24]=1)[C:15]1[CH:16]=[CH:17][CH:18]=[CH:19][CH:20]=1. Given the reactants C([O:4][C:5]1[CH:10]=[CH:9][C:8]([C:11]([O:21][CH2:22][C:23]2[CH:28]=[CH:27][CH:26]=[CH:25][CH:24]=2)=[N:12][O:13][CH2:14][C:15]2[CH:20]=[CH:19][CH:18]=[CH:17][CH:16]=2)=[CH:7][CH:6]=1)(=O)C.O, predict the reaction product. (5) Given the reactants [H-].C[O:3][C:4]([C:6]12[CH2:20][CH2:19][CH2:18][CH:7]1[CH2:8][N:9]([CH2:11][C:12]1[CH:17]=[CH:16][CH:15]=[CH:14][CH:13]=1)[CH2:10]2)=O.[H-].[Al+3].[H-].[H-].[BH4-], predict the reaction product. The product is: [CH2:11]([N:9]1[CH2:10][C:6]2([CH2:4][OH:3])[CH2:20][CH2:19][CH2:18][CH:7]2[CH2:8]1)[C:12]1[CH:13]=[CH:14][CH:15]=[CH:16][CH:17]=1. (6) Given the reactants [CH3:1][O-:2].[Na+].Cl[C:5]1[CH:12]=[CH:11][C:8]([C:9]#[N:10])=[CH:7][N:6]=1.O, predict the reaction product. The product is: [CH3:1][O:2][C:5]1[N:6]=[CH:7][C:8]([C:9]#[N:10])=[CH:11][CH:12]=1. (7) Given the reactants Cl.[Cl:2][C:3]1[CH:4]=[CH:5][C:6]2[N:7]([C:9]([CH2:19]Cl)=[C:10]([C:12]3[CH:17]=[CH:16][C:15]([F:18])=[CH:14][CH:13]=3)[N:11]=2)[CH:8]=1.[F:21][C:22]1[CH:27]=[C:26]([F:28])[N:25]=[C:24]([NH2:29])[N:23]=1, predict the reaction product. The product is: [Cl:2][C:3]1[CH:4]=[CH:5][C:6]2[N:7]([C:9]([CH2:19][NH:29][C:24]3[N:25]=[C:26]([F:28])[CH:27]=[C:22]([F:21])[N:23]=3)=[C:10]([C:12]3[CH:17]=[CH:16][C:15]([F:18])=[CH:14][CH:13]=3)[N:11]=2)[CH:8]=1. (8) Given the reactants Br[C:2]1[CH:20]=[CH:19][C:5]([C:6]([NH:8][C:9]2[CH:18]=[C:17]3[C:12]([CH:13]=[CH:14][CH:15]=[N:16]3)=[CH:11][CH:10]=2)=[O:7])=[CH:4][CH:3]=1.[Cl:21][C:22]1[CH:23]=[CH:24][C:25]([O:31][CH3:32])=[C:26](B(O)O)[CH:27]=1, predict the reaction product. The product is: [Cl:21][C:22]1[CH:27]=[CH:26][C:25]([O:31][CH3:32])=[C:24]([C:2]2[CH:20]=[CH:19][C:5]([C:6]([NH:8][C:9]3[CH:18]=[C:17]4[C:12]([CH:13]=[CH:14][CH:15]=[N:16]4)=[CH:11][CH:10]=3)=[O:7])=[CH:4][CH:3]=2)[CH:23]=1. (9) The product is: [Cl:38][C:32]1[CH:33]=[CH:34][C:35]([CH2:11][CH2:12][O:13][CH3:14])=[CH:36][C:31]=1[CH2:30][N:4]([CH:1]1[CH2:2][CH2:3]1)[C:5]([CH:7]1[C:12]([C:15]2[CH:20]=[CH:19][C:18]([F:21])=[C:17]([F:22])[CH:16]=2)([O:13][CH3:14])[CH2:11][CH2:10][NH:9][CH2:8]1)=[O:6]. Given the reactants [CH:1]1([N:4]([CH2:30][C:31]2[CH:36]=[CH:35][CH:34]=[C:33](Cl)[C:32]=2[Cl:38])[C:5]([C@@H:7]2[C@:12]([C:15]3[CH:20]=[CH:19][C:18]([F:21])=[C:17]([F:22])[CH:16]=3)([O:13][CH3:14])[CH2:11][CH2:10][N:9](C(OC(C)(C)C)=O)[CH2:8]2)=[O:6])[CH2:3][CH2:2]1.Cl, predict the reaction product.